This data is from Aqueous solubility values for 9,982 compounds from the AqSolDB database. The task is: Regression/Classification. Given a drug SMILES string, predict its absorption, distribution, metabolism, or excretion properties. Task type varies by dataset: regression for continuous measurements (e.g., permeability, clearance, half-life) or binary classification for categorical outcomes (e.g., BBB penetration, CYP inhibition). For this dataset (solubility_aqsoldb), we predict Y. (1) The compound is CCCCOc1cc(C(=O)NCCN(CC)CC)c2ccccc2n1. The Y is -3.70 log mol/L. (2) The drug is CC1(N)CN(c2c(F)cc3c(=O)c(C(=O)O)cn(C4CC4)c3c2Cl)C1. The Y is -5.33 log mol/L.